This data is from Peptide-MHC class I binding affinity with 185,985 pairs from IEDB/IMGT. The task is: Regression. Given a peptide amino acid sequence and an MHC pseudo amino acid sequence, predict their binding affinity value. This is MHC class I binding data. (1) The peptide sequence is LYNTVATLY. The MHC is HLA-A02:01 with pseudo-sequence HLA-A02:01. The binding affinity (normalized) is 0.348. (2) The peptide sequence is TEGEGRVIL. The MHC is HLA-B57:01 with pseudo-sequence HLA-B57:01. The binding affinity (normalized) is 0.0847. (3) The peptide sequence is FMYEDALKS. The MHC is HLA-A02:01 with pseudo-sequence HLA-A02:01. The binding affinity (normalized) is 0.651. (4) The MHC is HLA-A02:01 with pseudo-sequence HLA-A02:01. The binding affinity (normalized) is 0.149. The peptide sequence is CINGVCWTI. (5) The peptide sequence is RKYSDLVPK. The MHC is HLA-A03:01 with pseudo-sequence HLA-A03:01. The binding affinity (normalized) is 0.00168.